From a dataset of Forward reaction prediction with 1.9M reactions from USPTO patents (1976-2016). Predict the product of the given reaction. Given the reactants [F:1][CH:2]([F:14])[O:3][C:4]1[CH:5]=[C:6]2[C:10](=[CH:11][CH:12]=1)[NH:9][N:8]=[C:7]2[I:13].C([O-])([O-])=O.[K+].[K+].Cl[CH2:22][CH2:23][CH2:24][N:25]([CH3:27])[CH3:26].O, predict the reaction product. The product is: [F:14][CH:2]([F:1])[O:3][C:4]1[CH:5]=[C:6]2[C:10](=[CH:11][CH:12]=1)[N:9]([CH2:22][CH2:23][CH2:24][N:25]([CH3:27])[CH3:26])[N:8]=[C:7]2[I:13].